From a dataset of Reaction yield outcomes from USPTO patents with 853,638 reactions. Predict the reaction yield, written as a fraction of the theoretical maximum amount of product (1.0 means a 100% yield; for example, 0.34 means a 34% yield). (1) The reactants are CO[C:3](=[O:13])[CH2:4][CH2:5][O:6][N:7]=[C:8]([O:10][CH2:11][CH3:12])[CH3:9].[CH:14]([NH2:17])([CH3:16])[CH3:15]. The catalyst is CO. The product is [CH2:11]([O:10][C:8](=[N:7][O:6][CH2:5][CH2:4][C:3](=[O:13])[NH:17][CH:14]([CH3:16])[CH3:15])[CH3:9])[CH3:12]. The yield is 0.130. (2) The reactants are [Cl:1][C:2]1[N:7]=[CH:6][N:5]=[C:4]([NH:8][C:9](=[O:17])OC2C=CC=CC=2)[CH:3]=1.[NH2:18][C:19]1[C:20]([F:33])=[C:21]([NH:26][S:27]([CH2:30][CH2:31][CH3:32])(=[O:29])=[O:28])[CH:22]=[CH:23][C:24]=1[Cl:25]. The catalyst is ClCCCl. The product is [Cl:25][C:24]1[CH:23]=[CH:22][C:21]([NH:26][S:27]([CH2:30][CH2:31][CH3:32])(=[O:28])=[O:29])=[C:20]([F:33])[C:19]=1[NH:18][C:9]([NH:8][C:4]1[CH:3]=[C:2]([Cl:1])[N:7]=[CH:6][N:5]=1)=[O:17]. The yield is 0.740. (3) The reactants are Br[C:2]1[N:7]=[C:6]([N:8]([CH3:10])[CH3:9])[CH:5]=[CH:4][CH:3]=1.[Cl:11][C:12]1[CH:17]=[CH:16][C:15](B(O)O)=[CH:14][C:13]=1[C:21]([O:23][CH3:24])=[O:22].C(=O)([O-])[O-].[Na+].[Na+].C(O)C. The catalyst is C1(C)C=CC=CC=1.[Pd].C1(P(C2C=CC=CC=2)C2C=CC=CC=2)C=CC=CC=1.C1(P(C2C=CC=CC=2)C2C=CC=CC=2)C=CC=CC=1.C1(P(C2C=CC=CC=2)C2C=CC=CC=2)C=CC=CC=1.C1(P(C2C=CC=CC=2)C2C=CC=CC=2)C=CC=CC=1. The product is [Cl:11][C:12]1[CH:17]=[CH:16][C:15]([C:2]2[CH:3]=[CH:4][CH:5]=[C:6]([N:8]([CH3:10])[CH3:9])[N:7]=2)=[CH:14][C:13]=1[C:21]([O:23][CH3:24])=[O:22]. The yield is 0.664.